This data is from Forward reaction prediction with 1.9M reactions from USPTO patents (1976-2016). The task is: Predict the product of the given reaction. (1) Given the reactants [OH:1][C:2]1[CH:16]=[C:15]([O:17][CH3:18])[C:14]([O:19][CH3:20])=[CH:13][C:3]=1[C:4](OC1C=CC=CC=1)=O.[NH2:21][C:22]1[S:23][CH:24]=[C:25]([C:27]([O:29][CH3:30])=[O:28])[N:26]=1.CO, predict the reaction product. The product is: [CH3:30][O:29][C:27]([C:25]1[N:26]=[C:22]([NH:21][CH2:4][C:3]2[CH:13]=[C:14]([O:19][CH3:20])[C:15]([O:17][CH3:18])=[CH:16][C:2]=2[OH:1])[S:23][CH:24]=1)=[O:28]. (2) The product is: [CH3:24][N:25]([CH3:29])[CH2:26][CH2:27][NH:28][C:21]([C:17]1[C:18]2[C:13](=[N:12][C:11]3[C:20]([N:19]=2)=[C:7]2[N:6]=[CH:5][CH:4]=[C:3]([O:2][CH3:1])[C:8]2=[CH:9][CH:10]=3)[CH:14]=[CH:15][CH:16]=1)=[O:22]. Given the reactants [CH3:1][O:2][C:3]1[C:8]2=[CH:9][CH:10]=[C:11]3[C:20]([N:19]=[C:18]4[C:13]([CH:14]=[CH:15][CH:16]=[C:17]4[C:21](O)=[O:22])=[N:12]3)=[C:7]2[N:6]=[CH:5][CH:4]=1.[CH3:24][N:25]([CH3:29])[CH2:26][CH2:27][NH2:28], predict the reaction product. (3) Given the reactants [C:1]([C:3]1[CH:8]=[N:7][N:6]2[CH:9]=[C:10]([C:13](Cl)=[O:14])[C:11]([CH3:12])=[C:5]2[C:4]=1[NH:16][C:17]1[CH:22]=[CH:21][C:20]([O:23][C:24]2[CH:29]=[CH:28][CH:27]=[CH:26][CH:25]=2)=[CH:19][CH:18]=1)#[N:2].CCN(CC)CC.Cl.[CH3:38][O:39][NH:40][CH3:41], predict the reaction product. The product is: [CH3:38][O:39][N:40]([CH3:41])[C:13]([C:10]1[C:11]([CH3:12])=[C:5]2[C:4]([NH:16][C:17]3[CH:22]=[CH:21][C:20]([O:23][C:24]4[CH:29]=[CH:28][CH:27]=[CH:26][CH:25]=4)=[CH:19][CH:18]=3)=[C:3]([C:1]#[N:2])[CH:8]=[N:7][N:6]2[CH:9]=1)=[O:14]. (4) Given the reactants [CH2:1]([N:8]([CH2:19][C:20]1[CH:29]=[CH:28][C:23]([C:24]([O:26]C)=[O:25])=[CH:22][N:21]=1)[S:9]([C:12]1[CH:17]=[CH:16][C:15]([Cl:18])=[CH:14][CH:13]=1)(=[O:11])=[O:10])[C:2]1[CH:7]=[CH:6][CH:5]=[CH:4][CH:3]=1.[OH-].[Na+].O.Cl, predict the reaction product. The product is: [CH2:1]([N:8]([CH2:19][C:20]1[CH:29]=[CH:28][C:23]([C:24]([OH:26])=[O:25])=[CH:22][N:21]=1)[S:9]([C:12]1[CH:13]=[CH:14][C:15]([Cl:18])=[CH:16][CH:17]=1)(=[O:10])=[O:11])[C:2]1[CH:3]=[CH:4][CH:5]=[CH:6][CH:7]=1. (5) The product is: [CH:1]1([NH:6][C:26](=[O:27])[C:25]2[CH:29]=[CH:30][CH:31]=[CH:32][C:24]=2[N:22]2[CH:23]=[C:19]([C:9]3[C:10]([C:13]4[CH:18]=[CH:17][CH:16]=[CH:15][CH:14]=4)=[N:11][O:12][C:8]=3[CH3:7])[N:20]=[CH:21]2)[CH2:5][CH2:4][CH2:3][CH2:2]1. Given the reactants [CH:1]1([NH2:6])[CH2:5][CH2:4][CH2:3][CH2:2]1.[CH3:7][C:8]1[O:12][N:11]=[C:10]([C:13]2[CH:18]=[CH:17][CH:16]=[CH:15][CH:14]=2)[C:9]=1[C:19]1[N:20]=[CH:21][N:22]([C:24]2[CH:32]=[CH:31][CH:30]=[CH:29][C:25]=2[C:26](O)=[O:27])[CH:23]=1, predict the reaction product. (6) Given the reactants [CH3:1]I.[S:3]=[C:4]1[NH:9][C:8](=[O:10])[CH2:7][C:6](=[O:11])[NH:5]1.[OH-].[Na+], predict the reaction product. The product is: [CH3:1][S:3][C:4]1[N:9]=[C:8]([OH:10])[CH:7]=[C:6]([OH:11])[N:5]=1.